Dataset: CYP2C19 inhibition data for predicting drug metabolism from PubChem BioAssay. Task: Regression/Classification. Given a drug SMILES string, predict its absorption, distribution, metabolism, or excretion properties. Task type varies by dataset: regression for continuous measurements (e.g., permeability, clearance, half-life) or binary classification for categorical outcomes (e.g., BBB penetration, CYP inhibition). Dataset: cyp2c19_veith. (1) The molecule is CSC(=NC#N)N1CCN(c2ccc(Cl)cc2)CC1. The result is 1 (inhibitor). (2) The molecule is C/C(=N\NC(=O)c1cccc(Cl)c1)c1cccc(NC(=O)C(C)C)c1. The result is 0 (non-inhibitor). (3) The molecule is CCC/C=C(\CCC)C(NC(=O)Cc1ccccc1)c1ccc(C(=O)OC)cc1. The result is 1 (inhibitor). (4) The molecule is Cn1c(=O)n(C)c2cc(/C=N/n3cnnc3)ccc21. The result is 1 (inhibitor).